From a dataset of NCI-60 drug combinations with 297,098 pairs across 59 cell lines. Regression. Given two drug SMILES strings and cell line genomic features, predict the synergy score measuring deviation from expected non-interaction effect. (1) Drug 1: CC1=C(C(=CC=C1)Cl)NC(=O)C2=CN=C(S2)NC3=CC(=NC(=N3)C)N4CCN(CC4)CCO. Drug 2: C1CN1C2=NC(=NC(=N2)N3CC3)N4CC4. Cell line: UO-31. Synergy scores: CSS=32.7, Synergy_ZIP=-11.9, Synergy_Bliss=-2.75, Synergy_Loewe=1.16, Synergy_HSA=2.89. (2) Drug 1: CC1C(C(CC(O1)OC2CC(CC3=C2C(=C4C(=C3O)C(=O)C5=C(C4=O)C(=CC=C5)OC)O)(C(=O)CO)O)N)O.Cl. Drug 2: CC1=CC2C(CCC3(C2CCC3(C(=O)C)OC(=O)C)C)C4(C1=CC(=O)CC4)C. Cell line: HCT-15. Synergy scores: CSS=-1.40, Synergy_ZIP=-0.876, Synergy_Bliss=-4.58, Synergy_Loewe=0.741, Synergy_HSA=-5.83. (3) Drug 1: CN1CCC(CC1)COC2=C(C=C3C(=C2)N=CN=C3NC4=C(C=C(C=C4)Br)F)OC. Drug 2: C1CC(C1)(C(=O)O)C(=O)O.[NH2-].[NH2-].[Pt+2]. Cell line: NCI-H522. Synergy scores: CSS=30.1, Synergy_ZIP=-6.05, Synergy_Bliss=-0.0674, Synergy_Loewe=2.52, Synergy_HSA=3.08. (4) Drug 1: C1=CN(C(=O)N=C1N)C2C(C(C(O2)CO)O)(F)F. Drug 2: CC(C)(C#N)C1=CC=C(C=C1)N2C3=C4C=C(C=CC4=NC=C3N(C2=O)C)C5=CC6=CC=CC=C6N=C5. Cell line: HCT116. Synergy scores: CSS=75.6, Synergy_ZIP=-0.589, Synergy_Bliss=-3.11, Synergy_Loewe=-4.71, Synergy_HSA=0.197. (5) Drug 1: CC1=C(C(CCC1)(C)C)C=CC(=CC=CC(=CC(=O)O)C)C. Drug 2: C(CN)CNCCSP(=O)(O)O. Cell line: MCF7. Synergy scores: CSS=12.2, Synergy_ZIP=-4.82, Synergy_Bliss=-2.30, Synergy_Loewe=-10.2, Synergy_HSA=-0.590. (6) Cell line: SF-295. Synergy scores: CSS=1.90, Synergy_ZIP=-5.39, Synergy_Bliss=-5.87, Synergy_Loewe=-4.56, Synergy_HSA=-5.27. Drug 1: C1=CC(=CC=C1CC(C(=O)O)N)N(CCCl)CCCl.Cl. Drug 2: CCCCC(=O)OCC(=O)C1(CC(C2=C(C1)C(=C3C(=C2O)C(=O)C4=C(C3=O)C=CC=C4OC)O)OC5CC(C(C(O5)C)O)NC(=O)C(F)(F)F)O. (7) Drug 1: C1CN1C2=NC(=NC(=N2)N3CC3)N4CC4. Drug 2: CN(C(=O)NC(C=O)C(C(C(CO)O)O)O)N=O. Cell line: TK-10. Synergy scores: CSS=14.2, Synergy_ZIP=-5.05, Synergy_Bliss=-3.02, Synergy_Loewe=-42.6, Synergy_HSA=-3.78. (8) Drug 1: CC1=C(C=C(C=C1)C(=O)NC2=CC(=CC(=C2)C(F)(F)F)N3C=C(N=C3)C)NC4=NC=CC(=N4)C5=CN=CC=C5. Drug 2: CC1=C(C(=CC=C1)Cl)NC(=O)C2=CN=C(S2)NC3=CC(=NC(=N3)C)N4CCN(CC4)CCO. Cell line: RXF 393. Synergy scores: CSS=4.97, Synergy_ZIP=3.08, Synergy_Bliss=7.27, Synergy_Loewe=-8.69, Synergy_HSA=-4.66.